The task is: Predict the product of the given reaction.. This data is from Forward reaction prediction with 1.9M reactions from USPTO patents (1976-2016). (1) Given the reactants [CH3:1][C:2]1[CH:7]=[C:6]([C:8]#[C:9][CH3:10])[CH:5]=[C:4]([CH3:11])[C:3]=1[C:12]1[C:13](=[O:19])[CH2:14][CH2:15][C:16]=1[O:17]C.Cl.O.C(OCC)(=O)C, predict the reaction product. The product is: [CH3:1][C:2]1[CH:7]=[C:6]([C:8]#[C:9][CH3:10])[CH:5]=[C:4]([CH3:11])[C:3]=1[CH:12]1[C:13](=[O:19])[CH2:14][CH2:15][C:16]1=[O:17]. (2) Given the reactants [H-].[Na+].[OH:3][CH:4]1[CH2:9][CH2:8][N:7]([C:10]2[CH:15]=[C:14]([CH3:16])[C:13]([C:17]3[N:18]=[C:19]([NH:22][C:23](=[O:30])[C:24]4[CH:29]=[CH:28][N:27]=[CH:26][CH:25]=4)[S:20][CH:21]=3)=[C:12]([CH3:31])[CH:11]=2)[CH2:6][CH2:5]1.[N:32]([CH2:35][CH2:36][O:37][CH2:38][CH2:39][O:40][CH2:41][CH2:42][O:43][CH2:44][CH2:45]I)=[N+:33]=[N-:34].O, predict the reaction product. The product is: [N:32]([CH2:35][CH2:36][O:37][CH2:38][CH2:39][O:40][CH2:41][CH2:42][O:43][CH2:44][CH2:45][O:3][CH:4]1[CH2:9][CH2:8][N:7]([C:10]2[CH:15]=[C:14]([CH3:16])[C:13]([C:17]3[N:18]=[C:19]([NH:22][C:23](=[O:30])[C:24]4[CH:29]=[CH:28][N:27]=[CH:26][CH:25]=4)[S:20][CH:21]=3)=[C:12]([CH3:31])[CH:11]=2)[CH2:6][CH2:5]1)=[N+:33]=[N-:34]. (3) The product is: [NH2:30][C:23]1[C:24]2[C:29](=[CH:28][CH:27]=[CH:26][CH:25]=2)[C:20]([C:18]([NH:17][C:16]2[C:11]([C:9]([NH:8][CH2:7][CH:1]3[CH2:6][CH2:5][CH2:4][CH2:3][CH2:2]3)=[O:10])=[N:12][CH:13]=[CH:14][CH:15]=2)=[O:19])=[CH:21][CH:22]=1.[C:40]([OH:42])([C:39]([F:44])([F:43])[F:38])=[O:41]. Given the reactants [CH:1]1([CH2:7][NH:8][C:9]([C:11]2[C:16]([NH:17][C:18]([C:20]3[C:29]4[C:24](=[CH:25][CH:26]=[CH:27][CH:28]=4)[C:23]([NH:30]C(=O)OC(C)(C)C)=[CH:22][CH:21]=3)=[O:19])=[CH:15][CH:14]=[CH:13][N:12]=2)=[O:10])[CH2:6][CH2:5][CH2:4][CH2:3][CH2:2]1.[F:38][C:39]([F:44])([F:43])[C:40]([OH:42])=[O:41], predict the reaction product. (4) Given the reactants N[C:2]1[CH:7]=[CH:6][C:5]([S:8]([NH2:11])(=[O:10])=[O:9])=[CH:4][CH:3]=1.[ClH:12].N([O-])=O.[Na+].[S:17](=[O:19])=[O:18], predict the reaction product. The product is: [S:8]([C:5]1[CH:6]=[CH:7][C:2]([S:17]([Cl:12])(=[O:19])=[O:18])=[CH:3][CH:4]=1)(=[O:10])(=[O:9])[NH2:11]. (5) Given the reactants [N:1]12[CH2:8][CH2:7][C:4]([C:9]([C:17]3[CH:22]=[CH:21][CH:20]=[CH:19][CH:18]=3)([C:11]3[CH:16]=[CH:15][CH:14]=[CH:13][CH:12]=3)[OH:10])([CH2:5][CH2:6]1)[CH2:3][CH2:2]2.[Br:23][CH2:24][CH2:25][O:26][CH2:27][C:28]1[CH:33]=[CH:32][C:31]([F:34])=[CH:30][CH:29]=1, predict the reaction product. The product is: [Br-:23].[F:34][C:31]1[CH:30]=[CH:29][C:28]([CH2:27][O:26][CH2:25][CH2:24][N+:1]23[CH2:6][CH2:5][C:4]([C:9]([OH:10])([C:17]4[CH:22]=[CH:21][CH:20]=[CH:19][CH:18]=4)[C:11]4[CH:12]=[CH:13][CH:14]=[CH:15][CH:16]=4)([CH2:3][CH2:2]2)[CH2:7][CH2:8]3)=[CH:33][CH:32]=1. (6) Given the reactants [F:1][C:2]1[CH:7]=[CH:6][C:5]([CH:8]([NH:12][C:13]([NH:15][C:16]2[N:21]=[CH:20][C:19]3[C:22]([O:25][CH3:26])=[N:23][NH:24][C:18]=3[CH:17]=2)=[O:14])[CH2:9][O:10][CH3:11])=[CH:4][CH:3]=1.CO, predict the reaction product. The product is: [F:1][C:2]1[CH:7]=[CH:6][C:5]([C@@H:8]([NH:12][C:13]([NH:15][C:16]2[N:21]=[CH:20][C:19]3[C:22]([O:25][CH3:26])=[N:23][NH:24][C:18]=3[CH:17]=2)=[O:14])[CH2:9][O:10][CH3:11])=[CH:4][CH:3]=1.[F:1][C:2]1[CH:7]=[CH:6][C:5]([C@H:8]([NH:12][C:13]([NH:15][C:16]2[N:21]=[CH:20][C:19]3[C:22]([O:25][CH3:26])=[N:23][NH:24][C:18]=3[CH:17]=2)=[O:14])[CH2:9][O:10][CH3:11])=[CH:4][CH:3]=1. (7) Given the reactants [Cl:1][C:2]1[CH:3]=[C:4]([N+:9]([O-:11])=[O:10])[CH:5]=[CH:6][C:7]=1I.C[Si](C)(C)[C:14]([F:17])([F:16])[F:15].[F-].[K+], predict the reaction product. The product is: [Cl:1][C:2]1[CH:3]=[C:4]([N+:9]([O-:11])=[O:10])[CH:5]=[CH:6][C:7]=1[C:14]([F:17])([F:16])[F:15].